Predict the reaction yield, written as a fraction of the theoretical maximum amount of product (1.0 means a 100% yield; for example, 0.34 means a 34% yield). From a dataset of Reaction yield outcomes from USPTO patents with 853,638 reactions. (1) The reactants are [CH3:1][O:2][CH2:3][O:4][C:5]1[C:13]([CH:14]([O:17][CH3:18])[O:15][CH3:16])=[CH:12][CH:11]=[C:10]2[C:6]=1[CH:7]([OH:29])[N:8]([C:20]([CH3:28])([C:22]1[CH:27]=[CH:26][CH:25]=[CH:24][CH:23]=1)[CH3:21])[C:9]2=[O:19].CN(CCN(C)C)C.[I:38]I. The catalyst is C1COCC1. The product is [CH3:1][O:2][CH2:3][O:4][C:5]1[C:13]([CH:14]([O:15][CH3:16])[O:17][CH3:18])=[CH:12][C:11]([I:38])=[C:10]2[C:6]=1[CH:7]([OH:29])[N:8]([C:20]([CH3:21])([C:22]1[CH:23]=[CH:24][CH:25]=[CH:26][CH:27]=1)[CH3:28])[C:9]2=[O:19]. The yield is 0.510. (2) The reactants are [Cl:1][C:2]1[CH:3]=[C:4]([C:8]2[CH:9]=[C:10](N)[CH:11]=[N:12][C:13]=2[O:14][CH3:15])[CH:5]=[CH:6][CH:7]=1.[Br:17]C1C=C(N)C=NC=1OC.C(Cl)Cl.C([O-])(O)=O.[Na+]. The catalyst is C1C=CC(P(C2C=CC=CC=2)[C-]2C=CC=C2)=CC=1.C1C=CC(P(C2C=CC=CC=2)[C-]2C=CC=C2)=CC=1.Cl[Pd]Cl.[Fe+2].C(#N)C. The product is [Br:17][C:10]1[CH:9]=[C:8]([C:4]2[CH:5]=[CH:6][CH:7]=[C:2]([Cl:1])[CH:3]=2)[C:13]([O:14][CH3:15])=[N:12][CH:11]=1. The yield is 0.840. (3) The reactants are Br[C:2]1[CH:7]=[CH:6][N:5]=[C:4]2[N:8]([CH3:13])[CH:9]=[C:10]([CH:11]=[O:12])[C:3]=12.[NH:14]1[CH2:19][CH2:18][CH2:17][CH2:16][CH2:15]1.C(=O)([O-])[O-].[Cs+].[Cs+]. The catalyst is O1CCOCC1.C1C=CC(C#N)=CC=1.C1C=CC(C#N)=CC=1.Cl[Pd]Cl.[Cu]I.C(P(C(C)(C)C)C(C)(C)C)(C)(C)C. The product is [CH3:13][N:8]1[C:4]2=[N:5][CH:6]=[CH:7][C:2]([N:14]3[CH2:19][CH2:18][CH2:17][CH2:16][CH2:15]3)=[C:3]2[C:10]([CH:11]=[O:12])=[CH:9]1. The yield is 0.540.